From a dataset of NCI-60 drug combinations with 297,098 pairs across 59 cell lines. Regression. Given two drug SMILES strings and cell line genomic features, predict the synergy score measuring deviation from expected non-interaction effect. (1) Cell line: NCI-H460. Synergy scores: CSS=10.5, Synergy_ZIP=-2.80, Synergy_Bliss=0.167, Synergy_Loewe=0.187, Synergy_HSA=0.183. Drug 2: C1=CN(C=N1)CC(O)(P(=O)(O)O)P(=O)(O)O. Drug 1: C(CC(=O)O)C(=O)CN.Cl. (2) Drug 1: CC(CN1CC(=O)NC(=O)C1)N2CC(=O)NC(=O)C2. Drug 2: C1=NC(=NC(=O)N1C2C(C(C(O2)CO)O)O)N. Cell line: SW-620. Synergy scores: CSS=42.9, Synergy_ZIP=2.63, Synergy_Bliss=5.60, Synergy_Loewe=6.02, Synergy_HSA=7.28. (3) Drug 1: CC1=C(C(CCC1)(C)C)C=CC(=CC=CC(=CC(=O)O)C)C. Drug 2: CCCCCOC(=O)NC1=NC(=O)N(C=C1F)C2C(C(C(O2)C)O)O. Cell line: BT-549. Synergy scores: CSS=1.30, Synergy_ZIP=-1.81, Synergy_Bliss=-0.198, Synergy_Loewe=-3.36, Synergy_HSA=-2.86. (4) Drug 1: C1=CN(C(=O)N=C1N)C2C(C(C(O2)CO)O)O.Cl. Drug 2: C1CCC(C(C1)N)N.C(=O)(C(=O)[O-])[O-].[Pt+4]. Cell line: OVCAR-4. Synergy scores: CSS=6.47, Synergy_ZIP=-6.03, Synergy_Bliss=1.00, Synergy_Loewe=-2.75, Synergy_HSA=0.892. (5) Drug 1: C1CC(C1)(C(=O)O)C(=O)O.[NH2-].[NH2-].[Pt+2]. Drug 2: C(CN)CNCCSP(=O)(O)O. Cell line: PC-3. Synergy scores: CSS=7.36, Synergy_ZIP=-1.30, Synergy_Bliss=2.83, Synergy_Loewe=-5.48, Synergy_HSA=0.233. (6) Drug 1: CC1C(C(CC(O1)OC2CC(CC3=C2C(=C4C(=C3O)C(=O)C5=C(C4=O)C(=CC=C5)OC)O)(C(=O)C)O)N)O.Cl. Drug 2: CCC(=C(C1=CC=CC=C1)C2=CC=C(C=C2)OCCN(C)C)C3=CC=CC=C3.C(C(=O)O)C(CC(=O)O)(C(=O)O)O. Cell line: CAKI-1. Synergy scores: CSS=49.2, Synergy_ZIP=2.66, Synergy_Bliss=3.33, Synergy_Loewe=3.38, Synergy_HSA=7.14. (7) Drug 1: CC=C1C(=O)NC(C(=O)OC2CC(=O)NC(C(=O)NC(CSSCCC=C2)C(=O)N1)C(C)C)C(C)C. Drug 2: COCCOC1=C(C=C2C(=C1)C(=NC=N2)NC3=CC=CC(=C3)C#C)OCCOC.Cl. Cell line: ACHN. Synergy scores: CSS=56.6, Synergy_ZIP=-5.73, Synergy_Bliss=-7.37, Synergy_Loewe=-22.6, Synergy_HSA=-4.49. (8) Drug 1: CCC1(CC2CC(C3=C(CCN(C2)C1)C4=CC=CC=C4N3)(C5=C(C=C6C(=C5)C78CCN9C7C(C=CC9)(C(C(C8N6C)(C(=O)OC)O)OC(=O)C)CC)OC)C(=O)OC)O.OS(=O)(=O)O. Drug 2: COCCOC1=C(C=C2C(=C1)C(=NC=N2)NC3=CC=CC(=C3)C#C)OCCOC.Cl. Cell line: NCI/ADR-RES. Synergy scores: CSS=-0.485, Synergy_ZIP=0.238, Synergy_Bliss=5.05, Synergy_Loewe=-1.92, Synergy_HSA=-1.78. (9) Drug 1: CC1C(C(CC(O1)OC2CC(CC3=C2C(=C4C(=C3O)C(=O)C5=C(C4=O)C(=CC=C5)OC)O)(C(=O)C)O)N)O.Cl. Drug 2: C1=CN(C=N1)CC(O)(P(=O)(O)O)P(=O)(O)O. Cell line: NCI-H322M. Synergy scores: CSS=19.0, Synergy_ZIP=3.37, Synergy_Bliss=8.05, Synergy_Loewe=9.39, Synergy_HSA=9.00.